From a dataset of Forward reaction prediction with 1.9M reactions from USPTO patents (1976-2016). Predict the product of the given reaction. (1) Given the reactants [C:1]([C:3]1[C:4]([O:12][CH3:13])=[N:5][C:6]([O:10][CH3:11])=[CH:7][C:8]=1[CH3:9])#N.[H-].C([Al+]CC(C)C)C(C)C.Cl.[O:25]1CCCC1, predict the reaction product. The product is: [CH:1]([C:3]1[C:4]([O:12][CH3:13])=[N:5][C:6]([O:10][CH3:11])=[CH:7][C:8]=1[CH3:9])=[O:25]. (2) Given the reactants [N+:1]([CH2:4][CH2:5][C:6]([C:8]1[CH:13]=[CH:12][C:11]([CH2:14][CH2:15][CH2:16][CH2:17][CH2:18][CH2:19][CH2:20][CH3:21])=[CH:10][CH:9]=1)=[O:7])([O-:3])=[O:2].[BH4-].[Na+].N1C=CC=CC=1.[C:30](OC(=O)C)(=[O:32])[CH3:31], predict the reaction product. The product is: [C:30]([O:7][CH:6]([C:8]1[CH:9]=[CH:10][C:11]([CH2:14][CH2:15][CH2:16][CH2:17][CH2:18][CH2:19][CH2:20][CH3:21])=[CH:12][CH:13]=1)[CH2:5][CH2:4][N+:1]([O-:3])=[O:2])(=[O:32])[CH3:31]. (3) Given the reactants CS(O[CH2:6][C:7]1[N:12]=[CH:11][C:10]2[N:13]=[CH:14][N:15]([C:16]3[S:17][C:18]([C:33](=[O:35])[NH2:34])=[C:19]([O:21][CH2:22][C:23]4[CH:28]=[CH:27][CH:26]=[CH:25][C:24]=4[C:29]([F:32])([F:31])[F:30])[CH:20]=3)[C:9]=2[CH:8]=1)(=O)=O.[CH3:36][N:37]1[CH2:42][CH2:41][NH:40][CH2:39][CH2:38]1, predict the reaction product. The product is: [CH3:36][N:37]1[CH2:42][CH2:41][N:40]([CH2:6][C:7]2[N:12]=[CH:11][C:10]3[N:13]=[CH:14][N:15]([C:16]4[S:17][C:18]([C:33]([NH2:34])=[O:35])=[C:19]([O:21][CH2:22][C:23]5[CH:28]=[CH:27][CH:26]=[CH:25][C:24]=5[C:29]([F:31])([F:32])[F:30])[CH:20]=4)[C:9]=3[CH:8]=2)[CH2:39][CH2:38]1.